This data is from Forward reaction prediction with 1.9M reactions from USPTO patents (1976-2016). The task is: Predict the product of the given reaction. Given the reactants [F:1][C:2]1[CH:7]=[CH:6][C:5]([N:8]2[C:16]3[C:11](=[CH:12][C:13]([CH2:18][OH:19])=[C:14]([CH3:17])[CH:15]=3)[CH:10]=[N:9]2)=[CH:4][CH:3]=1.CC(OI1(OC(C)=O)(OC(C)=O)OC(=O)C2C=CC=CC1=2)=O, predict the reaction product. The product is: [F:1][C:2]1[CH:3]=[CH:4][C:5]([N:8]2[C:16]3[C:11](=[CH:12][C:13]([CH:18]=[O:19])=[C:14]([CH3:17])[CH:15]=3)[CH:10]=[N:9]2)=[CH:6][CH:7]=1.